This data is from Forward reaction prediction with 1.9M reactions from USPTO patents (1976-2016). The task is: Predict the product of the given reaction. (1) Given the reactants [CH3:1][O:2][C:3](=O)[C:4]1[CH:9]=[C:8]([Br:10])[CH:7]=[N:6][CH:5]=1.ICC, predict the reaction product. The product is: [Br:10][C:8]1[CH:7]=[N:6][CH:5]=[C:4]([CH2:3][O:2][CH3:1])[CH:9]=1. (2) The product is: [CH:24]1([CH2:23][NH:22][C:18]([CH:16]2[CH2:15][C:14]([C:4]3[CH:5]=[CH:6][C:7]([CH2:8][N:9]4[CH2:13][CH2:12][CH2:11][CH2:10]4)=[C:2]([Cl:1])[CH:3]=3)([OH:21])[CH2:17]2)=[O:19])[CH2:26][CH2:25]1. Given the reactants [Cl:1][C:2]1[CH:3]=[C:4]([C:14]2([OH:21])[CH2:17][CH:16]([C:18](O)=[O:19])[CH2:15]2)[CH:5]=[CH:6][C:7]=1[CH2:8][N:9]1[CH2:13][CH2:12][CH2:11][CH2:10]1.[NH2:22][CH2:23][CH:24]1[CH2:26][CH2:25]1.C(P1(=O)OP(CCC)(=O)OP(CCC)(=O)O1)CC.[OH-].[Na+], predict the reaction product. (3) Given the reactants [CH2:1]([C:3]1[CH:19]=[CH:18][C:6]([CH2:7][NH:8][C:9]2[CH:17]=[CH:16][C:12]3[N:13]=[CH:14][NH:15][C:11]=3[CH:10]=2)=[CH:5][CH:4]=1)[CH3:2].[S:20]1[C:24]2[CH:25]=[CH:26][CH:27]=[CH:28][C:23]=2[N:22]=[C:21]1[CH2:29]Br.C([O-])([O-])=O.[K+].[K+], predict the reaction product. The product is: [CH2:1]([C:3]1[CH:19]=[CH:18][C:6]([CH2:7][N:8]([CH2:29][C:21]2[S:20][C:24]3[CH:25]=[CH:26][CH:27]=[CH:28][C:23]=3[N:22]=2)[C:9]2[CH:17]=[CH:16][C:12]3[NH:13][CH:14]=[N:15][C:11]=3[CH:10]=2)=[CH:5][CH:4]=1)[CH3:2]. (4) Given the reactants FC(F)(F)C(O)=O.[Cl:8][C:9]1[CH:15]=[CH:14][C:12]([NH2:13])=[CH:11][CH:10]=1.[CH3:16][C:17]1O[C:20]([C:22]2[CH:29]=[CH:28][C:25]([C:26]#[N:27])=[CH:24][CH:23]=2)=[N:19][N:18]=1, predict the reaction product. The product is: [Cl:8][C:9]1[CH:15]=[CH:14][C:12]([N:13]2[C:17]([CH3:16])=[N:18][N:19]=[C:20]2[C:22]2[CH:29]=[CH:28][C:25]([C:26]#[N:27])=[CH:24][CH:23]=2)=[CH:11][CH:10]=1. (5) Given the reactants [C:1]([C:3]([CH3:16])([O:5][C:6]1[CH:7]=[C:8]([CH:13]=[CH:14][CH:15]=1)[C:9]([O:11]C)=[O:10])[CH3:4])#[N:2].O1CCCC1.[OH-].[Na+].Cl, predict the reaction product. The product is: [C:1]([C:3]([CH3:16])([O:5][C:6]1[CH:7]=[C:8]([CH:13]=[CH:14][CH:15]=1)[C:9]([OH:11])=[O:10])[CH3:4])#[N:2]. (6) The product is: [Br:9][C:10]1[CH:15]=[CH:14][C:13]([CH:16]([CH:20]([OH:27])[C:21]2[CH:26]=[CH:25][CH:24]=[CH:23][CH:22]=2)[C:17]#[N:18])=[CH:12][C:11]=1[Cl:19]. Given the reactants [Li+].CC([N-]C(C)C)C.[Br:9][C:10]1[CH:15]=[CH:14][C:13]([CH2:16][C:17]#[N:18])=[CH:12][C:11]=1[Cl:19].[CH:20](=[O:27])[C:21]1[CH:26]=[CH:25][CH:24]=[CH:23][CH:22]=1, predict the reaction product.